This data is from Acute oral toxicity (LD50) regression data from Zhu et al.. The task is: Regression/Classification. Given a drug SMILES string, predict its toxicity properties. Task type varies by dataset: regression for continuous values (e.g., LD50, hERG inhibition percentage) or binary classification for toxic/non-toxic outcomes (e.g., AMES mutagenicity, cardiotoxicity, hepatotoxicity). Dataset: ld50_zhu. (1) The molecule is CC1(C)CC(NCC(=O)NC2CC(C)(C)NC(C)(C)C2)CC(C)(C)N1. The rat oral LD50 is 1.84, given as -log10 of the dose in mol/kg body weight (higher means more acutely toxic). (2) The compound is O=C(O)Cc1ccc(-c2ccccc2)cc1. The rat oral LD50 is 2.71, given as -log10 of the dose in mol/kg body weight (higher means more acutely toxic).